From a dataset of Full USPTO retrosynthesis dataset with 1.9M reactions from patents (1976-2016). Predict the reactants needed to synthesize the given product. Given the product [CH2:13]([N:15]1[C:19]([CH:28]=[O:29])=[C:18]([C:20]([O:22][CH2:23][CH3:24])=[O:21])[CH:17]=[N:16]1)[CH3:14], predict the reactants needed to synthesize it. The reactants are: C([Li])CCC.C(NC(C)C)(C)C.[CH2:13]([N:15]1[CH:19]=[C:18]([C:20]([O:22][CH2:23][CH3:24])=[O:21])[CH:17]=[N:16]1)[CH3:14].Cl.CN(C)[CH:28]=[O:29].